Dataset: Full USPTO retrosynthesis dataset with 1.9M reactions from patents (1976-2016). Task: Predict the reactants needed to synthesize the given product. (1) The reactants are: [CH:1]1([NH:7][C:8]2[CH:17]=[C:16]3[C:11]([C:12](=[O:33])[C:13]([NH:23][C:24](=[O:32])[CH2:25][CH2:26][C:27]([O:29]CC)=[O:28])=[CH:14][N:15]3[CH:18]3[CH2:22][CH2:21][CH2:20][CH2:19]3)=[CH:10][C:9]=2[F:34])[CH2:6][CH2:5][CH2:4][CH2:3][CH2:2]1.[OH-].[Na+].Cl.O. Given the product [CH:1]1([NH:7][C:8]2[CH:17]=[C:16]3[C:11]([C:12](=[O:33])[C:13]([NH:23][C:24](=[O:32])[CH2:25][CH2:26][C:27]([OH:29])=[O:28])=[CH:14][N:15]3[CH:18]3[CH2:22][CH2:21][CH2:20][CH2:19]3)=[CH:10][C:9]=2[F:34])[CH2:6][CH2:5][CH2:4][CH2:3][CH2:2]1, predict the reactants needed to synthesize it. (2) Given the product [Cl:20][C:21]1[CH:28]=[CH:27][CH:26]=[CH:25][C:22]=1[CH:23]([C:19]1[C:14]([F:13])=[N:15][CH:16]=[CH:17][CH:18]=1)[OH:24], predict the reactants needed to synthesize it. The reactants are: C(NC(C)C)(C)C.C([Li])CCC.[F:13][C:14]1[CH:19]=[CH:18][CH:17]=[CH:16][N:15]=1.[Cl:20][C:21]1[CH:28]=[CH:27][CH:26]=[CH:25][C:22]=1[CH:23]=[O:24].CO.Cl. (3) Given the product [Cl:7][C:8]1[C:9]2[N:10]([C:16]([CH:18]3[CH2:26][CH2:25][CH:24]4[N:20]([C:21](=[O:29])[CH2:22][C:23]4([CH3:28])[CH3:27])[CH2:19]3)=[N:15][CH:14]=2)[CH:11]=[CH:12][N:13]=1, predict the reactants needed to synthesize it. The reactants are: P(Cl)(Cl)(Cl)(Cl)Cl.[Cl:7][C:8]1[C:9]([CH2:14][NH:15][C:16]([CH:18]2[CH2:26][CH2:25][CH:24]3[N:20]([C:21](=[O:29])[CH2:22][C:23]3([CH3:28])[CH3:27])[CH2:19]2)=O)=[N:10][CH:11]=[CH:12][N:13]=1. (4) Given the product [C:33]([O:35][CH:11]1[C:7]2=[N:8][CH:9]=[C:4]([N+:1]([O-:3])=[O:2])[C:5]([N:14]3[CH2:19][C@H:18]([C:20]([F:21])([F:23])[F:22])[CH2:17][C@H:16]([NH:24][C:25]([O:26][C:27]([CH3:28])([CH3:29])[CH3:30])=[O:31])[CH2:15]3)=[C:6]2[CH2:13][CH2:12]1)(=[O:34])[CH3:32], predict the reactants needed to synthesize it. The reactants are: [N+:1]([C:4]1[C:5]([N:14]2[CH2:19][C@H:18]([C:20]([F:23])([F:22])[F:21])[CH2:17][C@H:16]([NH:24][C:25](=[O:31])[O:26][C:27]([CH3:30])([CH3:29])[CH3:28])[CH2:15]2)=[C:6]2[CH2:13][CH2:12][CH2:11][C:7]2=[N+:8]([O-])[CH:9]=1)([O-:3])=[O:2].[CH3:32][C:33]([O:35]C(C)=O)=[O:34]. (5) Given the product [N:5]1[CH:6]=[CH:7][CH:8]=[CH:9][C:4]=1[CH:1]([OH:3])[CH3:2], predict the reactants needed to synthesize it. The reactants are: [C:1]([C:4]1[CH:9]=[CH:8][CH:7]=[CH:6][N:5]=1)(=[O:3])[CH3:2].[BH4-].[Na+].[Cl-].[NH4+]. (6) Given the product [CH3:18][C:13]1[CH:12]=[C:11]([C:8]2[C:7]([CH3:19])=[CH:6][C:5]([CH2:4][C:1](=[O:3])[NH:32][C:29]3[CH:28]=[CH:27][C:26]([C:21]4[CH:22]=[N:23][CH:24]=[CH:25][N:20]=4)=[CH:31][N:30]=3)=[CH:10][N:9]=2)[CH:16]=[CH:15][N+:14]=1[O-:17], predict the reactants needed to synthesize it. The reactants are: [C:1]([CH2:4][C:5]1[CH:6]=[C:7]([CH3:19])[C:8]([C:11]2[CH:16]=[CH:15][N+:14]([O-:17])=[C:13]([CH3:18])[CH:12]=2)=[N:9][CH:10]=1)([OH:3])=O.[N:20]1[CH:25]=[CH:24][N:23]=[CH:22][C:21]=1[C:26]1[CH:27]=[CH:28][C:29]([NH2:32])=[N:30][CH:31]=1.C1(N=C=NC2CCCCC2)CCCCC1. (7) Given the product [Cl:1][C:2]1[CH:3]=[C:4]([C:8]2[N:9]=[C:10]([C:13]3[CH:18]=[CH:17][C:16]([NH2:19])=[CH:15][CH:14]=3)[O:11][CH:12]=2)[CH:5]=[CH:6][CH:7]=1, predict the reactants needed to synthesize it. The reactants are: [Cl:1][C:2]1[CH:3]=[C:4]([C:8]2[N:9]=[C:10]([C:13]3[CH:18]=[CH:17][C:16]([N+:19]([O-])=O)=[CH:15][CH:14]=3)[O:11][CH:12]=2)[CH:5]=[CH:6][CH:7]=1.O.O.[Sn](Cl)Cl. (8) Given the product [S:25]1[C:29]2[CH:30]=[CH:31][CH:32]=[CH:33][C:28]=2[N:27]=[C:26]1[NH:34][C:35]([N:5]1[C:6]2[C:11](=[CH:10][CH:9]=[C:8]([C:12]3[N:17]=[C:16]([C:18]([O:20][C:21]([CH3:24])([CH3:23])[CH3:22])=[O:19])[CH:15]=[CH:14][CH:13]=3)[CH:7]=2)[N:2]([CH3:1])[CH2:3][CH2:4]1)=[O:36], predict the reactants needed to synthesize it. The reactants are: [CH3:1][N:2]1[C:11]2[C:6](=[CH:7][C:8]([C:12]3[N:17]=[C:16]([C:18]([O:20][C:21]([CH3:24])([CH3:23])[CH3:22])=[O:19])[CH:15]=[CH:14][CH:13]=3)=[CH:9][CH:10]=2)[NH:5][CH2:4][CH2:3]1.[S:25]1[C:29]2[CH:30]=[CH:31][CH:32]=[CH:33][C:28]=2[N:27]=[C:26]1[NH:34][C:35](=O)[O:36]C1C=CC([N+]([O-])=O)=CC=1. (9) Given the product [CH3:19][C:16]1[CH:15]=[C:14]2[C:13](=[CH:18][CH:17]=1)[CH:12]=[N:11][C:9]([OH:10])=[CH:8]2, predict the reactants needed to synthesize it. The reactants are: S(=O)(=O)(O)O.CO[CH:8](OC)[C:9]([NH:11][CH2:12][C:13]1[CH:18]=[CH:17][C:16]([CH3:19])=[CH:15][CH:14]=1)=[O:10].N.